Predict the reactants needed to synthesize the given product. From a dataset of Full USPTO retrosynthesis dataset with 1.9M reactions from patents (1976-2016). Given the product [CH2:1]([O:8][C@@H:9]1[C@H:10]([CH2:19][O:20][CH2:21][C:22]2[CH:27]=[CH:26][CH:25]=[CH:24][CH:23]=2)[CH2:11][C@H:12]([OH:14])[CH2:13]1)[C:2]1[CH:3]=[CH:4][CH:5]=[CH:6][CH:7]=1, predict the reactants needed to synthesize it. The reactants are: [CH2:1]([O:8][C@H:9]1[CH2:13][C@@H:12]([O:14][Si](C)(C)C)[CH:11]=[C:10]1[CH2:19][O:20][CH2:21][C:22]1[CH:27]=[CH:26][CH:25]=[CH:24][CH:23]=1)[C:2]1[CH:7]=[CH:6][CH:5]=[CH:4][CH:3]=1.[H][H].Cl.